This data is from Forward reaction prediction with 1.9M reactions from USPTO patents (1976-2016). The task is: Predict the product of the given reaction. (1) Given the reactants Cl[CH2:2][CH2:3][CH2:4][CH2:5][N:6]1[C:10]2[CH:11]=[CH:12][CH:13]=[CH:14][C:9]=2[N:8]=[N:7]1.[C:15]1([N:25]2[CH2:30][CH2:29][NH:28][CH2:27][CH2:26]2)[C:24]2[C:19](=[CH:20][CH:21]=[CH:22][CH:23]=2)[CH:18]=[CH:17][CH:16]=1.C(N(C(C)C)CC)(C)C.[I-].[K+], predict the reaction product. The product is: [C:15]1([N:25]2[CH2:30][CH2:29][N:28]([CH2:2][CH2:3][CH2:4][CH2:5][N:6]3[C:10]4[CH:11]=[CH:12][CH:13]=[CH:14][C:9]=4[N:8]=[N:7]3)[CH2:27][CH2:26]2)[C:24]2[C:19](=[CH:20][CH:21]=[CH:22][CH:23]=2)[CH:18]=[CH:17][CH:16]=1. (2) Given the reactants C[Si](C)(C)CCOC(=O)NC[C:9]1[CH:10]=[CH:11][C:12]2[O:16][C:15]([C:17]3[CH:22]=[CH:21][CH:20]=[CH:19][CH:18]=3)=[N:14][C:13]=2[CH:23]=1.[F-].[CH2:28]([N+:32](CCCC)(CCCC)CCCC)CCC, predict the reaction product. The product is: [CH3:28][NH:32][C:9]1[CH:10]=[CH:11][C:12]2[O:16][C:15]([C:17]3[CH:18]=[CH:19][CH:20]=[CH:21][CH:22]=3)=[N:14][C:13]=2[CH:23]=1.